From a dataset of Catalyst prediction with 721,799 reactions and 888 catalyst types from USPTO. Predict which catalyst facilitates the given reaction. (1) Reactant: [OH:1][CH:2]([CH2:26][C:27]1[CH:32]=[CH:31][CH:30]=[CH:29][CH:28]=1)/[CH:3]=[CH:4]/[C@@H:5]1[N:9]([CH2:10][CH2:11][CH2:12][CH2:13][S:14][Si](C(C)C)(C(C)C)C(C)C)[C:8](=[O:25])[CH2:7][CH2:6]1.CI.[N+](CCCC)(CCCC)(CCCC)[CH2:36]CCC.[F-].[NH4+].[Cl-]. Product: [OH:1][CH:2]([CH2:26][C:27]1[CH:32]=[CH:31][CH:30]=[CH:29][CH:28]=1)/[CH:3]=[CH:4]/[C@@H:5]1[N:9]([CH2:10][CH2:11][CH2:12][CH2:13][S:14][CH3:36])[C:8](=[O:25])[CH2:7][CH2:6]1. The catalyst class is: 1. (2) Reactant: Cl.[F:2][C:3]1[CH:4]=[C:5]2[C:14](=[CH:15][CH:16]=1)[C:8]1([CH2:13][CH2:12][NH:11][CH2:10][CH2:9]1)[O:7][C:6]2=[O:17].[C:18]1([C:24]2[N:25]=[CH:26][C:27]([NH:30][C:31](=O)[O:32]C3C=CC=CC=3)=[N:28][CH:29]=2)[CH:23]=[CH:22][CH:21]=[CH:20][CH:19]=1.C(N(CC)CC)C.O. Product: [F:2][C:3]1[CH:4]=[C:5]2[C:14](=[CH:15][CH:16]=1)[C:8]1([CH2:13][CH2:12][N:11]([C:31]([NH:30][C:27]3[CH:26]=[N:25][C:24]([C:18]4[CH:19]=[CH:20][CH:21]=[CH:22][CH:23]=4)=[CH:29][N:28]=3)=[O:32])[CH2:10][CH2:9]1)[O:7][C:6]2=[O:17]. The catalyst class is: 22. (3) Reactant: [Cl:1][C:2]1[CH:3]=[C:4]([C:8]2[N:13]=[CH:12][C:11]([O:14][CH2:15][CH:16]3[CH2:21][CH2:20][N:19]([C:22](OC(C)(C)C)=O)[CH2:18][CH2:17]3)=[CH:10][N:9]=2)[CH:5]=[CH:6][CH:7]=1.CC(C[AlH]CC(C)C)C.O.O.O.O.O.O.O.O.O.O.S([O-])([O-])(=O)=O.[Na+].[Na+]. Product: [Cl:1][C:2]1[CH:3]=[C:4]([C:8]2[N:13]=[CH:12][C:11]([O:14][CH2:15][CH:16]3[CH2:21][CH2:20][N:19]([CH3:22])[CH2:18][CH2:17]3)=[CH:10][N:9]=2)[CH:5]=[CH:6][CH:7]=1. The catalyst class is: 1. (4) Reactant: [CH3:1][C:2]1[O:6][N:5]=[C:4]([NH2:7])[CH:3]=1.ClC(OC1C=CC([N+]([O-])=O)=CC=1)=O.[C:21](=[O:24])([O-])[NH2:22].[CH:25]1([N:28]([CH:47]2[CH2:49][CH2:48]2)[C:29]2[CH:34]=[CH:33][C:32]([C:35]3[CH:40]=[CH:39][CH:38]=[CH:37][C:36]=3[C:41]3[NH:45][N:44]=[N:43][N:42]=3)=[CH:31][C:30]=2N)[CH2:27][CH2:26]1.C(N(CC)CC)C. Product: [CH:47]1([N:28]([CH:25]2[CH2:27][CH2:26]2)[C:29]2[CH:30]=[CH:31][C:32]([C:35]3[CH:40]=[CH:39][CH:38]=[CH:37][C:36]=3[C:41]3[NH:45][N:44]=[N:43][N:42]=3)=[CH:33][C:34]=2[NH:22][C:21]([NH:7][C:4]2[CH:3]=[C:2]([CH3:1])[O:6][N:5]=2)=[O:24])[CH2:49][CH2:48]1. The catalyst class is: 595. (5) Reactant: [CH2:1]([O:3][C:4]([C:6]1[CH:14]=[C:13]2[C:9]([C:10]([C:24]([OH:26])=O)=[C:11]([CH:21]([CH3:23])[CH3:22])[N:12]2[CH2:15][C:16]2[O:17][CH:18]=[CH:19][N:20]=2)=[CH:8][CH:7]=1)=[O:5])[CH3:2].C(Cl)CCl.[F:31][C:32]1[CH:33]=[C:34]([CH:37]=[CH:38][C:39]=1[F:40])[CH2:35][NH2:36]. Product: [F:31][C:32]1[CH:33]=[C:34]([CH:37]=[CH:38][C:39]=1[F:40])[CH2:35][NH:36][C:24]([C:10]1[C:9]2[C:13](=[CH:14][C:6]([C:4]([O:3][CH2:1][CH3:2])=[O:5])=[CH:7][CH:8]=2)[N:12]([CH2:15][C:16]2[O:17][CH:18]=[CH:19][N:20]=2)[C:11]=1[CH:21]([CH3:23])[CH3:22])=[O:26]. The catalyst class is: 64. (6) Reactant: N(C(OC(C)(C)C)=O)[C@@H](C(O)=O)CC1C=CC(OCC2C=CC=CC=2)=CC=1.[NH:28]([C:55]([O:57][C:58]([CH3:61])([CH3:60])[CH3:59])=[O:56])[C@@H:29]([C:45]([N:47]1[CH2:54][CH2:53][CH2:52][C@H:48]1[C:49]([OH:51])=[O:50])=[O:46])[CH2:30][C:31]1[CH:36]=[CH:35][C:34]([O:37]CC2C=CC=CC=2)=[CH:33][CH:32]=1.[C:62]([C:64]1[CH:71]=[CH:70][C:67]([CH2:68][NH-:69])=[CH:66][CH:65]=1)#[N:63]. Product: [NH:28]([C:55]([O:57][C:58]([CH3:61])([CH3:60])[CH3:59])=[O:56])[C@@H:29]([C:45]([N:47]1[CH2:54][CH2:53][CH2:52][C@H:48]1[C:49]([OH:51])=[O:50])=[O:46])[CH2:30][C:31]1[CH:32]=[CH:33][C:34]([OH:37])=[CH:35][CH:36]=1.[C:62]([C:64]1[CH:71]=[CH:70][C:67]([CH2:68][NH-:69])=[CH:66][CH:65]=1)#[N:63]. The catalyst class is: 19. (7) Reactant: C([O:4][C@H:5]1[C@H:14]([O:15]C(=O)C)[C@@H:13]([CH2:19][O:20]C(=O)C)[O:12][CH:7]([O:8][CH2:9][CH2:10][Cl:11])[C@@H:6]1[F:24])(=O)C.O(C)[Na]. The catalyst class is: 5. Product: [F:24][C@@H:6]1[C@@H:5]([OH:4])[C@H:14]([OH:15])[C@@H:13]([CH2:19][OH:20])[O:12][CH:7]1[O:8][CH2:9][CH2:10][Cl:11]. (8) Reactant: C(O)(C(F)(F)F)=O.[Cl:8][CH2:9][C@H:10]1[C:18]2[C:17]3[CH:19]=[CH:20][CH:21]=[CH:22][C:16]=3[C:15]([NH:23][C:24](=[O:36])[O:25][CH2:26][CH2:27][S:28][S:29][C:30]3[CH:35]=[CH:34][CH:33]=[CH:32][N:31]=3)=[CH:14][C:13]=2[N:12]([C:37](=[O:71])[CH2:38][CH2:39][CH2:40][C:41]([N:43]2[C:51]3[CH:50]=[C:49]([O:52][P:53]([O:60]C(C)(C)C)([O:55]C(C)(C)C)=[O:54])[C:48]4[CH:65]=[CH:66][CH:67]=[CH:68][C:47]=4[C:46]=3[C@H:45]([CH2:69][Cl:70])[CH2:44]2)=[O:42])[CH2:11]1. Product: [Cl:8][CH2:9][C@H:10]1[C:18]2[C:17]3[CH:19]=[CH:20][CH:21]=[CH:22][C:16]=3[C:15]([NH:23][C:24](=[O:36])[O:25][CH2:26][CH2:27][S:28][S:29][C:30]3[CH:35]=[CH:34][CH:33]=[CH:32][N:31]=3)=[CH:14][C:13]=2[N:12]([C:37](=[O:71])[CH2:38][CH2:39][CH2:40][C:41]([N:43]2[C:51]3[CH:50]=[C:49]([O:52][P:53]([OH:55])([OH:60])=[O:54])[C:48]4[CH:65]=[CH:66][CH:67]=[CH:68][C:47]=4[C:46]=3[C@H:45]([CH2:69][Cl:70])[CH2:44]2)=[O:42])[CH2:11]1.[Cl:8][CH2:9][C@H:10]1[C:18]2[C:17]3[CH:19]=[CH:20][CH:21]=[CH:22][C:16]=3[C:15]([NH:23][C:24](=[O:36])[O:25][CH2:26][CH2:27][S:28][S:29][C:30]3[CH:35]=[CH:34][CH:33]=[CH:32][N:31]=3)=[CH:14][C:13]=2[NH:12][CH2:11]1. The catalyst class is: 2. (9) Reactant: [Cl:1][C:2]1[N:3]=[N:4][C:5]([Cl:11])=[CH:6][C:7]=1[C:8](O)=[O:9].C(Cl)(=O)C([Cl:15])=O.CN(C=O)C. Product: [Cl:1][C:2]1[N:3]=[N:4][C:5]([Cl:11])=[CH:6][C:7]=1[C:8]([Cl:15])=[O:9]. The catalyst class is: 2. (10) Reactant: [CH2:1]([O:3][C:4]([C:6]1[C:7](=[O:23])[C:8]2[C:13]([C:14]=1[C:15]1[CH:20]=[CH:19][CH:18]=[CH:17][CH:16]=1)=[CH:12][CH:11]=[C:10]([O:21][CH3:22])[CH:9]=2)=[O:5])[CH3:2].[CH:24]1([Mg]Cl)[CH2:29][CH2:28][CH2:27][CH2:26][CH2:25]1. Product: [CH2:1]([O:3][C:4]([C:6]1[C:7]([CH:24]2[CH2:29][CH2:28][CH2:27][CH2:26][CH2:25]2)([OH:23])[C:8]2[C:13]([C:14]=1[C:15]1[CH:20]=[CH:19][CH:18]=[CH:17][CH:16]=1)=[CH:12][CH:11]=[C:10]([O:21][CH3:22])[CH:9]=2)=[O:5])[CH3:2]. The catalyst class is: 1.